From a dataset of Catalyst prediction with 721,799 reactions and 888 catalyst types from USPTO. Predict which catalyst facilitates the given reaction. (1) Reactant: [CH3:1][O:2][CH2:3][CH2:4][O:5][CH2:6][CH2:7][OH:8].[C:9](Cl)(Cl)=[O:10].[NH2:13][C@H:14]([C:18]([OH:20])=[O:19])[CH:15]([CH3:17])[CH3:16]. Product: [CH3:1][O:2][CH2:3][CH2:4][O:5][CH2:6][CH2:7][O:8][C:9]([NH:13][C@H:14]([C:18]([OH:20])=[O:19])[CH:15]([CH3:17])[CH3:16])=[O:10]. The catalyst class is: 11. (2) Product: [CH2:34]([C@@H:12]1[CH2:13][C@H:8]([C:4]2[CH:5]=[CH:6][CH:7]=[C:2]([Cl:1])[CH:3]=2)[C@@H:9]([C:25]2[CH:26]=[CH:27][C:28]([Cl:31])=[CH:29][CH:30]=2)[N:10]([C@@H:15]([CH2:23][CH3:24])[C:16]([O:18][C:19]([CH3:22])([CH3:21])[CH3:20])=[O:17])[C:11]1=[O:14])[CH:33]=[CH2:32]. The catalyst class is: 1. Reactant: [Cl:1][C:2]1[CH:3]=[C:4]([C@H:8]2[CH2:13][CH2:12][C:11](=[O:14])[N:10]([C@H:15]([CH2:23][CH3:24])[C:16]([O:18][C:19]([CH3:22])([CH3:21])[CH3:20])=[O:17])[C@@H:9]2[C:25]2[CH:30]=[CH:29][C:28]([Cl:31])=[CH:27][CH:26]=2)[CH:5]=[CH:6][CH:7]=1.[CH2:32](Br)[CH:33]=[CH2:34].C[Si]([N-][Si](C)(C)C)(C)C.[Li+]. (3) Reactant: [I:1][C:2]1[CH:3]=[CH:4][C:5]2[N:6]([C:8]([CH3:15])=[C:9]([C:11]([NH:13][NH2:14])=[O:12])[N:10]=2)[CH:7]=1.[C:16](OCC)(OCC)(OCC)[CH3:17]. Product: [I:1][C:2]1[CH:3]=[CH:4][C:5]2[N:6]([C:8]([CH3:15])=[C:9]([C:11]3[O:12][C:16]([CH3:17])=[N:14][N:13]=3)[N:10]=2)[CH:7]=1. The catalyst class is: 52. (4) Reactant: [P:1]([O-:8])([O:5][CH2:6][CH3:7])[O:2][CH2:3][CH3:4].[CH2:9]([O:16][C:17]1[C:18]([CH3:26])=[C:19]([CH:24]=[O:25])[CH:20]=[N:21][C:22]=1[CH3:23])[C:10]1[CH:15]=[CH:14][CH:13]=[CH:12][CH:11]=1.C1CCN2C(=NCCC2)CC1. Product: [CH2:3]([O:2][P:1]([CH:24]([C:19]1[CH:20]=[N:21][C:22]([CH3:23])=[C:17]([O:16][CH2:9][C:10]2[CH:15]=[CH:14][CH:13]=[CH:12][CH:11]=2)[C:18]=1[CH3:26])[OH:25])(=[O:8])[O:5][CH2:6][CH3:7])[CH3:4]. The catalyst class is: 4.